From a dataset of Catalyst prediction with 721,799 reactions and 888 catalyst types from USPTO. Predict which catalyst facilitates the given reaction. (1) Reactant: C([O-])([O-])=O.[K+].[K+].Br[CH2:8][CH:9]1[O:13][CH2:12][CH2:11][O:10]1.[CH3:14][O:15][C:16]1[CH:17]=[C:18]([NH2:30])[CH:19]=[CH:20][C:21]=1[O:22][CH2:23][CH2:24][N:25]1[CH2:29][CH2:28][CH2:27][CH2:26]1. Product: [O:10]1[CH2:11][CH2:12][O:13][CH:9]1[CH2:8][NH:30][C:18]1[CH:19]=[CH:20][C:21]([O:22][CH2:23][CH2:24][N:25]2[CH2:26][CH2:27][CH2:28][CH2:29]2)=[C:16]([O:15][CH3:14])[CH:17]=1. The catalyst class is: 16. (2) Reactant: [CH3:1][O:2][C:3]1[C:8]([NH2:9])=[CH:7][C:6]([CH2:10][S:11](/[CH:14]=[CH:15]/[C:16]2[C:21]([O:22][CH3:23])=[CH:20][C:19]([O:24][CH3:25])=[CH:18][C:17]=2[O:26][CH3:27])(=[O:13])=[O:12])=[CH:5][N:4]=1.Br[CH2:29][C:30]([O:32][CH2:33][CH3:34])=[O:31].C(=O)([O-])[O-].[K+].[K+]. Product: [CH3:1][O:2][C:3]1[C:8]([NH:9][CH2:29][C:30]([O:32][CH2:33][CH3:34])=[O:31])=[CH:7][C:6]([CH2:10][S:11](/[CH:14]=[CH:15]/[C:16]2[C:21]([O:22][CH3:23])=[CH:20][C:19]([O:24][CH3:25])=[CH:18][C:17]=2[O:26][CH3:27])(=[O:13])=[O:12])=[CH:5][N:4]=1. The catalyst class is: 18. (3) Reactant: [F:1][C:2]1[CH:7]=[CH:6][CH:5]=[CH:4][C:3]=1[OH:8].C(=O)([O-])[O-].[K+].[K+].Cl[CH2:16][C:17]#[N:18]. Product: [F:1][C:2]1[CH:7]=[CH:6][CH:5]=[CH:4][C:3]=1[O:8][CH2:16][C:17]#[N:18]. The catalyst class is: 31. (4) Reactant: C(=O)([O-])[O-].[K+].[K+].C[Si]([C:11]#[C:12][C:13]1[C:14]([CH:22]2[CH:31]3[CH2:32][CH:33]=[CH:34][CH:30]3[C:29]3[CH:28]=[C:27]([C:35](=[O:37])[CH3:36])[CH:26]=[CH:25][C:24]=3[NH:23]2)=[CH:15][C:16]2[O:20][CH2:19][O:18][C:17]=2[CH:21]=1)(C)C.O. Product: [C:12]([C:13]1[C:14]([CH:22]2[CH:31]3[CH2:32][CH:33]=[CH:34][CH:30]3[C:29]3[CH:28]=[C:27]([C:35](=[O:37])[CH3:36])[CH:26]=[CH:25][C:24]=3[NH:23]2)=[CH:15][C:16]2[O:20][CH2:19][O:18][C:17]=2[CH:21]=1)#[CH:11]. The catalyst class is: 5. (5) Reactant: [CH3:1][C:2]1[CH:6]=[C:5]([NH:7][CH:8]=[C:9]([C:15]([O:17]CC)=O)[C:10]([O:12][CH2:13][CH3:14])=[O:11])[N:4]([C:20]2[CH:25]=[CH:24][CH:23]=[CH:22][N:21]=2)[N:3]=1.[OH-].[Na+]. Product: [OH:17][C:15]1[C:9]([C:10]([O:12][CH2:13][CH3:14])=[O:11])=[CH:8][N:7]=[C:5]2[N:4]([C:20]3[CH:25]=[CH:24][CH:23]=[CH:22][N:21]=3)[N:3]=[C:2]([CH3:1])[C:6]=12. The catalyst class is: 6. (6) Reactant: [H-].[Na+].[CH2:3]([O:10][C:11]1[CH:19]=[CH:18][C:17]([F:20])=[C:16]2[C:12]=1[C:13]([CH2:21][CH2:22][N:23]([CH3:25])[CH3:24])=[CH:14][NH:15]2)[C:4]1[CH:9]=[CH:8][CH:7]=[CH:6][CH:5]=1.[CH3:26]I. Product: [CH2:3]([O:10][C:11]1[CH:19]=[CH:18][C:17]([F:20])=[C:16]2[C:12]=1[C:13]([CH2:21][CH2:22][N:23]([CH3:24])[CH3:25])=[CH:14][N:15]2[CH3:26])[C:4]1[CH:9]=[CH:8][CH:7]=[CH:6][CH:5]=1. The catalyst class is: 3. (7) Reactant: N(C(OCC)=O)=NC(OCC)=O.[Cl:13][C:14]1[S:18][C:17]([C:19]([NH:21][C:22]2[CH:30]=[CH:29][CH:28]=[C:27]3[C:23]=2[C:24](=[O:32])[NH:25][C:26]3=[O:31])=[O:20])=[CH:16][CH:15]=1.O[CH2:34][CH:35]1[CH2:40][CH2:39][NH:38][CH2:37][CH2:36]1.C1(P(C2C=CC=CC=2)C2C=CC=CC=2)C=CC=CC=1. Product: [Cl:13][C:14]1[S:18][C:17]([C:19]([NH:21][C:22]2[CH:30]=[CH:29][CH:28]=[C:27]3[C:23]=2[C:24](=[O:32])[N:25]([CH2:34][CH:35]2[CH2:40][CH2:39][NH:38][CH2:37][CH2:36]2)[C:26]3=[O:31])=[O:20])=[CH:16][CH:15]=1. The catalyst class is: 1. (8) Product: [CH2:34]([O:33][C:31](=[O:32])[NH:1][CH2:2][C@@H:3]1[O:7][C:6](=[O:8])[N:5]([C:9]2[CH:22]=[CH:21][C:12]3[C:13]4[O:14][N:15]=[CH:16][C:17]=4[CH2:18][CH2:19][CH2:20][C:11]=3[CH:10]=2)[CH2:4]1)[CH3:35]. Reactant: [NH2:1][CH2:2][C@@H:3]1[O:7][C:6](=[O:8])[N:5]([C:9]2[CH:22]=[CH:21][C:12]3[C:13]4[O:14][N:15]=[CH:16][C:17]=4[CH2:18][CH2:19][CH2:20][C:11]=3[CH:10]=2)[CH2:4]1.C(N(CC)CC)C.Cl[C:31]([O:33][CH2:34][CH3:35])=[O:32]. The catalyst class is: 124.